Dataset: Forward reaction prediction with 1.9M reactions from USPTO patents (1976-2016). Task: Predict the product of the given reaction. Given the reactants [C:1]([C:3]1[CH:4]=[N:5][N:6]2[C:11]([C:12]([F:15])([F:14])[F:13])=[CH:10][C:9]([C:16]3[CH:21]=[CH:20][C:19]([C:22]([F:25])([F:24])[F:23])=[CH:18][CH:17]=3)=[N:8][C:7]=12)#[CH:2].Br[C:27]1[CH:28]=[N:29][CH:30]=[CH:31][CH:32]=1, predict the reaction product. The product is: [N:29]1[CH:30]=[CH:31][CH:32]=[C:27]([C:2]#[C:1][C:3]2[CH:4]=[N:5][N:6]3[C:11]([C:12]([F:14])([F:13])[F:15])=[CH:10][C:9]([C:16]4[CH:21]=[CH:20][C:19]([C:22]([F:25])([F:24])[F:23])=[CH:18][CH:17]=4)=[N:8][C:7]=23)[CH:28]=1.